This data is from Forward reaction prediction with 1.9M reactions from USPTO patents (1976-2016). The task is: Predict the product of the given reaction. The product is: [Br:10][C:11]1[C:12]([N:32]2[CH2:36][CH2:35][C@H:34]([OH:37])[CH2:33]2)=[N:13][CH:14]=[C:15]([CH:30]=1)[C:16]([NH:18][C:19]1[CH:24]=[CH:23][C:22]([O:25][C:26]([Cl:29])([F:28])[F:27])=[CH:21][CH:20]=1)=[O:17]. Given the reactants CCN(C(C)C)C(C)C.[Br:10][C:11]1[C:12](Cl)=[N:13][CH:14]=[C:15]([CH:30]=1)[C:16]([NH:18][C:19]1[CH:24]=[CH:23][C:22]([O:25][C:26]([Cl:29])([F:28])[F:27])=[CH:21][CH:20]=1)=[O:17].[NH:32]1[CH2:36][CH2:35][C@H:34]([OH:37])[CH2:33]1, predict the reaction product.